From a dataset of Forward reaction prediction with 1.9M reactions from USPTO patents (1976-2016). Predict the product of the given reaction. (1) Given the reactants [CH3:1][O:2][C:3]1[CH:4]=[CH:5][C:6]2[NH:12][C:11](=[O:13])[N:10]([CH:14]3[CH2:19][CH2:18][NH:17][CH2:16][CH2:15]3)[CH2:9][CH2:8][C:7]=2[CH:20]=1.Cl[C:22]1[N:27]=[C:26]([CH3:28])[N:25]=[C:24]([C:29]([C:31]2[CH:40]=[C:39]([CH3:41])[C:34]3[NH:35][C:36](=[O:38])[O:37][C:33]=3[CH:32]=2)=[O:30])[CH:23]=1.CCN(C(C)C)C(C)C, predict the reaction product. The product is: [CH3:1][O:2][C:3]1[CH:4]=[CH:5][C:6]2[NH:12][C:11](=[O:13])[N:10]([CH:14]3[CH2:19][CH2:18][N:17]([C:22]4[CH:23]=[C:24]([C:29]([C:31]5[CH:40]=[C:39]([CH3:41])[C:34]6[NH:35][C:36](=[O:38])[O:37][C:33]=6[CH:32]=5)=[O:30])[N:25]=[C:26]([CH3:28])[N:27]=4)[CH2:16][CH2:15]3)[CH2:9][CH2:8][C:7]=2[CH:20]=1. (2) Given the reactants [N:1]1([CH2:6][CH2:7][CH2:8][CH2:9][CH2:10][NH2:11])[CH2:5][CH2:4][CH2:3][CH2:2]1.[C:12]([C:14]1[C:22]2[C:17](=[CH:18][CH:19]=[C:20]([CH2:23][CH2:24][NH:25][C:26](=[O:40])[C:27]3[CH:32]=[CH:31][C:30]([C:33]4[CH:38]=[CH:37][N:36]=[C:35](Cl)[N:34]=4)=[CH:29][CH:28]=3)[CH:21]=2)[NH:16][CH:15]=1)#[N:13], predict the reaction product. The product is: [C:12]([C:14]1[C:22]2[C:17](=[CH:18][CH:19]=[C:20]([CH2:23][CH2:24][NH:25][C:26](=[O:40])[C:27]3[CH:32]=[CH:31][C:30]([C:33]4[CH:38]=[CH:37][N:36]=[C:35]([NH:11][CH2:10][CH2:9][CH2:8][CH2:7][CH2:6][N:1]5[CH2:5][CH2:4][CH2:3][CH2:2]5)[N:34]=4)=[CH:29][CH:28]=3)[CH:21]=2)[NH:16][CH:15]=1)#[N:13].